Dataset: Catalyst prediction with 721,799 reactions and 888 catalyst types from USPTO. Task: Predict which catalyst facilitates the given reaction. (1) Reactant: [Br:1][C:2]1[CH:10]=[C:9]2[C:5]([CH:6]=[C:7]([C:11]([N:13]3[CH2:18][CH2:17][N:16]([S:19]([N:22]4[CH2:27][CH2:26][CH2:25][CH2:24][CH2:23]4)(=[O:21])=[O:20])[CH2:15][CH2:14]3)=[O:12])[NH:8]2)=[CH:4][C:3]=1[O:28][CH:29]1[CH2:34][CH2:33][N:32]([CH:35]([CH3:37])[CH3:36])[CH2:31][CH2:30]1.C(=O)([O-])[O-].[Cs+].[Cs+].CS(O[CH:49]([CH3:51])[CH3:50])(=O)=O.C(=O)(O)[O-].[Na+]. Product: [Br:1][C:2]1[CH:10]=[C:9]2[C:5]([CH:6]=[C:7]([C:11]([N:13]3[CH2:14][CH2:15][N:16]([S:19]([N:22]4[CH2:23][CH2:24][CH2:25][CH2:26][CH2:27]4)(=[O:21])=[O:20])[CH2:17][CH2:18]3)=[O:12])[N:8]2[CH:49]([CH3:51])[CH3:50])=[CH:4][C:3]=1[O:28][CH:29]1[CH2:30][CH2:31][N:32]([CH:35]([CH3:37])[CH3:36])[CH2:33][CH2:34]1. The catalyst class is: 10. (2) Reactant: [CH3:1][C:2]1[C:10]2[C:9](=[O:11])[NH:8][CH:7]=[N:6][C:5]=2[S:4][C:3]=1[C:12]([O:14][CH3:15])=[O:13].C([O-])([O-])=O.[K+].[K+].Cl[CH2:23][C:24]([N:26]([CH2:29][CH3:30])[CH2:27][CH3:28])=[O:25]. Product: [CH2:27]([N:26]([CH2:29][CH3:30])[C:24](=[O:25])[CH2:23][N:8]1[C:9](=[O:11])[C:10]2[C:2]([CH3:1])=[C:3]([C:12]([O:14][CH3:15])=[O:13])[S:4][C:5]=2[N:6]=[CH:7]1)[CH3:28]. The catalyst class is: 23. (3) Reactant: [Cl:1][C:2]1[CH:3]=[CH:4][C:5]([O:23][CH2:24][CH2:25][C:26]2[C:31]([F:32])=[CH:30][CH:29]=[CH:28][C:27]=2[F:33])=[C:6]([CH:22]=1)[C:7]([NH:9][C@H:10]([C:12]1[CH:21]=[CH:20][C:15]([C:16]([O:18]C)=[O:17])=[CH:14][CH:13]=1)[CH3:11])=[O:8].[OH-].[Na+]. Product: [Cl:1][C:2]1[CH:3]=[CH:4][C:5]([O:23][CH2:24][CH2:25][C:26]2[C:31]([F:32])=[CH:30][CH:29]=[CH:28][C:27]=2[F:33])=[C:6]([CH:22]=1)[C:7]([NH:9][C@H:10]([C:12]1[CH:13]=[CH:14][C:15]([C:16]([OH:18])=[O:17])=[CH:20][CH:21]=1)[CH3:11])=[O:8]. The catalyst class is: 111.